From a dataset of Full USPTO retrosynthesis dataset with 1.9M reactions from patents (1976-2016). Predict the reactants needed to synthesize the given product. (1) Given the product [F:18][C:19]1[C:20]([C:2]2[CH:3]=[N:4][CH:5]=[C:6]([NH:8][CH:9]([C:11]3[CH:16]=[CH:15][C:14]([F:17])=[CH:13][CH:12]=3)[CH3:10])[N:7]=2)=[CH:21][CH:22]=[CH:23][C:24]=1[CH:25]=[O:26], predict the reactants needed to synthesize it. The reactants are: Cl[C:2]1[N:7]=[C:6]([NH:8][CH:9]([C:11]2[CH:16]=[CH:15][C:14]([F:17])=[CH:13][CH:12]=2)[CH3:10])[CH:5]=[N:4][CH:3]=1.[F:18][C:19]1[C:24]([CH:25]=[O:26])=[CH:23][CH:22]=[CH:21][C:20]=1B(O)O.C(=O)([O-])[O-].[Cs+].[Cs+].O. (2) Given the product [CH3:61][C:57]1[CH:56]=[C:55]([C:54]2[C:49]([O:48][C:47]3[CH:62]=[CH:63][C:44]([NH:42][C:37]4[CH:38]=[CH:39][CH:40]=[CH:41][N:36]=4)=[CH:45][CH:46]=3)=[N:50][CH:51]=[CH:52][CH:53]=2)[CH:60]=[CH:59][N:58]=1, predict the reactants needed to synthesize it. The reactants are: COC1C=CC=C(OC)C=1C1C=CC=CC=1P(C1CCCCC1)C1CCCCC1.CC([O-])(C)C.[Na+].[N:36]1[CH:41]=[CH:40][CH:39]=[CH:38][C:37]=1[NH2:42].Cl[C:44]1[CH:63]=[CH:62][C:47]([O:48][C:49]2[C:54]([C:55]3[CH:60]=[CH:59][N:58]=[C:57]([CH3:61])[CH:56]=3)=[CH:53][CH:52]=[CH:51][N:50]=2)=[CH:46][CH:45]=1. (3) Given the product [C:1]([O:14][C@H:15]([CH2:41][O:42][C:43](=[O:55])[CH2:44][CH2:45][CH2:46][CH2:47][CH2:48][CH2:49][CH2:50][CH2:51][CH2:52][CH2:53][CH3:54])[CH2:16][S:17][CH2:18][C@H:19]([NH:20][C:21]([O:22][CH2:23][CH:24]1[C:25]2[CH:26]=[CH:27][CH:28]=[CH:29][C:30]=2[C:31]2[C:36]1=[CH:35][CH:34]=[CH:33][CH:32]=2)=[O:37])[C:38](=[O:39])[NH:56][C@@H:57]([CH2:68][CH3:69])[CH2:58][O:59][CH2:60][C:61](=[O:62])[O:63][C:64]([CH3:65])([CH3:67])[CH3:66])(=[O:13])[CH2:2][CH2:3][CH2:4][CH2:5][CH2:6][CH2:7][CH2:8][CH2:9][CH2:10][CH2:11][CH3:12], predict the reactants needed to synthesize it. The reactants are: [C:1]([O:14][C@H:15]([CH2:41][O:42][C:43](=[O:55])[CH2:44][CH2:45][CH2:46][CH2:47][CH2:48][CH2:49][CH2:50][CH2:51][CH2:52][CH2:53][CH3:54])[CH2:16][S:17][CH2:18][C@@H:19]([C:38](O)=[O:39])[NH:20][C:21](=[O:37])[O:22][CH2:23][CH:24]1[C:36]2[CH:35]=[CH:34][CH:33]=[CH:32][C:31]=2[C:30]2[C:25]1=[CH:26][CH:27]=[CH:28][CH:29]=2)(=[O:13])[CH2:2][CH2:3][CH2:4][CH2:5][CH2:6][CH2:7][CH2:8][CH2:9][CH2:10][CH2:11][CH3:12].[NH2:56][C@@H:57]([CH2:68][CH3:69])[CH2:58][O:59][CH2:60][C:61]([O:63][C:64]([CH3:67])([CH3:66])[CH3:65])=[O:62].CCN=C=NCCCN(C)C.C1C=CC2N(O)N=NC=2C=1.CCN(C(C)C)C(C)C.